This data is from Full USPTO retrosynthesis dataset with 1.9M reactions from patents (1976-2016). The task is: Predict the reactants needed to synthesize the given product. (1) Given the product [Cl:13][C:14]1[CH:15]=[C:16]([NH:17][C:10]2[C:9]3[C:4](=[CH:5][CH:6]=[CH:7][CH:8]=3)[N:3]=[C:2]([N:24]3[C:23]([CH3:22])=[CH:27][C:26]([CH3:28])=[N:25]3)[N:11]=2)[CH:18]=[CH:19][C:20]=1[Cl:21], predict the reactants needed to synthesize it. The reactants are: Cl[C:2]1[N:11]=[C:10](Cl)[C:9]2[C:4](=[CH:5][CH:6]=[CH:7][CH:8]=2)[N:3]=1.[Cl:13][C:14]1[CH:15]=[C:16]([CH:18]=[CH:19][C:20]=1[Cl:21])[NH2:17].[CH3:22][C:23]1[CH:27]=[C:26]([CH3:28])[NH:25][N:24]=1. (2) Given the product [O:22]=[S:19]1(=[O:23])[CH2:20][CH2:21][CH:16]([C:13]2[CH:14]=[CH:15][C:10]([C:9]3[C:5]4[CH:4]=[C:3]([CH2:2][O:1][C:28]5[CH:33]=[CH:32][C:31]([C@@H:34]([C:40]#[C:41][CH3:42])[CH2:35][C:36]([O:38][CH3:39])=[O:37])=[CH:30][CH:29]=5)[CH:26]=[CH:25][C:6]=4[S:7][CH:8]=3)=[C:11]([CH3:24])[CH:12]=2)[CH2:17][CH2:18]1, predict the reactants needed to synthesize it. The reactants are: [OH:1][CH2:2][C:3]1[CH:26]=[CH:25][C:6]2[S:7][CH:8]=[C:9]([C:10]3[CH:15]=[CH:14][C:13]([CH:16]4[CH2:21][CH2:20][S:19](=[O:23])(=[O:22])[CH2:18][CH2:17]4)=[CH:12][C:11]=3[CH3:24])[C:5]=2[CH:4]=1.O[C:28]1[CH:33]=[CH:32][C:31]([C@@H:34]([C:40]#[C:41][CH3:42])[CH2:35][C:36]([O:38][CH3:39])=[O:37])=[CH:30][CH:29]=1.C1C=CC(P(C2C=CC=CC=2)C2C=CC=CC=2)=CC=1.C1C=CC(COC(/N=N/C(OCC2C=CC=CC=2)=O)=O)=CC=1.